This data is from NCI-60 drug combinations with 297,098 pairs across 59 cell lines. The task is: Regression. Given two drug SMILES strings and cell line genomic features, predict the synergy score measuring deviation from expected non-interaction effect. Drug 1: C1CC2CC3=C(CC1C24CN(S(=O)(=O)N4)CC(F)(F)F)C=CC(=C3)C=CCN5CCC(CC5)C(F)(F)F. Drug 2: CN1C=C(C=N1)C2=C3N=C(C(=C(N3N=C2)N)Br)C4CCCNC4. Cell line: UACC62. Synergy scores: CSS=32.0, Synergy_ZIP=-2.79, Synergy_Bliss=1.07, Synergy_Loewe=4.70, Synergy_HSA=6.48.